This data is from Volume of distribution at steady state (VDss) regression data from Lombardo et al.. The task is: Regression/Classification. Given a drug SMILES string, predict its absorption, distribution, metabolism, or excretion properties. Task type varies by dataset: regression for continuous measurements (e.g., permeability, clearance, half-life) or binary classification for categorical outcomes (e.g., BBB penetration, CYP inhibition). For this dataset (vdss_lombardo), we predict log10(VDss) (log10 of volume of distribution in L/kg). (1) The molecule is COc1nc(C(Cl)(Cl)Cl)c(Cl)c(OC)c1Cl. The log10(VDss) is 0.960. (2) The molecule is C=CCC1(C(C)C#CCC)C(=O)NC(=O)N(C)C1=O. The log10(VDss) is 0.0400. (3) The compound is O=C1c2ccccc2OCN1CCO[N+](=O)[O-]. The log10(VDss) is -0.170. (4) The drug is CCCC(C)C1(CC)C(=O)[N-]C(=S)NC1=O. The log10(VDss) is 0.0800.